This data is from Merck oncology drug combination screen with 23,052 pairs across 39 cell lines. The task is: Regression. Given two drug SMILES strings and cell line genomic features, predict the synergy score measuring deviation from expected non-interaction effect. (1) Drug 1: N#Cc1ccc(Cn2cncc2CN2CCN(c3cccc(Cl)c3)C(=O)C2)cc1. Drug 2: CNC(=O)c1cc(Oc2ccc(NC(=O)Nc3ccc(Cl)c(C(F)(F)F)c3)cc2)ccn1. Cell line: SKOV3. Synergy scores: synergy=14.9. (2) Cell line: T47D. Drug 2: Cn1c(=O)n(-c2ccc(C(C)(C)C#N)cc2)c2c3cc(-c4cnc5ccccc5c4)ccc3ncc21. Synergy scores: synergy=72.2. Drug 1: CCN(CC)CCNC(=O)c1c(C)[nH]c(C=C2C(=O)Nc3ccc(F)cc32)c1C. (3) Synergy scores: synergy=5.88. Drug 2: CC1(c2nc3c(C(N)=O)cccc3[nH]2)CCCN1. Cell line: COLO320DM. Drug 1: O=S1(=O)NC2(CN1CC(F)(F)F)C1CCC2Cc2cc(C=CCN3CCC(C(F)(F)F)CC3)ccc2C1.